Dataset: Acute oral toxicity (LD50) regression data from Zhu et al.. Task: Regression/Classification. Given a drug SMILES string, predict its toxicity properties. Task type varies by dataset: regression for continuous values (e.g., LD50, hERG inhibition percentage) or binary classification for toxic/non-toxic outcomes (e.g., AMES mutagenicity, cardiotoxicity, hepatotoxicity). Dataset: ld50_zhu. The molecule is CCCCOc1ccc(CC(=O)NO)cc1. The rat oral LD50 is 1.82, given as -log10 of the dose in mol/kg body weight (higher means more acutely toxic).